This data is from Catalyst prediction with 721,799 reactions and 888 catalyst types from USPTO. The task is: Predict which catalyst facilitates the given reaction. (1) Reactant: [CH2:1]([N:8]1[C:12](=[O:13])[C:11](=[C:14]2[N:18]([CH3:19])[C:17]3[CH:20]=[C:21]([OH:24])[CH:22]=[CH:23][C:16]=3[S:15]2)[S:10][C:9]1=[N:25][C:26]1[CH:27]=[C:28]([CH:31]=[CH:32][C:33]=1[NH:34][CH2:35][CH3:36])[C:29]#[N:30])[C:2]1[CH:7]=[CH:6][CH:5]=[CH:4][CH:3]=1.Br[CH2:38][C:39]([O:41]C(C)(C)C)=[O:40].C([O-])([O-])=O.[K+].[K+]. Product: [CH2:1]([N:8]1[C:12](=[O:13])[C:11](=[C:14]2[N:18]([CH3:19])[C:17]3[CH:20]=[C:21]([O:24][CH2:38][C:39]([OH:41])=[O:40])[CH:22]=[CH:23][C:16]=3[S:15]2)[S:10][C:9]1=[N:25][C:26]1[CH:27]=[C:28]([C:29]#[N:30])[CH:31]=[CH:32][C:33]=1[NH:34][CH2:35][CH3:36])[C:2]1[CH:7]=[CH:6][CH:5]=[CH:4][CH:3]=1. The catalyst class is: 3. (2) Reactant: C([O:3][C:4](=[O:31])[C@@H:5]([O:27][CH:28]([CH3:30])[CH3:29])[CH2:6][C:7]1[CH:12]=[CH:11][CH:10]=[C:9]([O:13][CH2:14][C@H:15]([OH:26])[CH2:16][O:17][C:18]2[CH:23]=[CH:22][C:21]([Cl:24])=[CH:20][C:19]=2[Cl:25])[CH:8]=1)C.[OH-].[Na+].Cl. Product: [Cl:25][C:19]1[CH:20]=[C:21]([Cl:24])[CH:22]=[CH:23][C:18]=1[O:17][CH2:16][C@@H:15]([OH:26])[CH2:14][O:13][C:9]1[CH:8]=[C:7]([CH2:6][C@H:5]([O:27][CH:28]([CH3:29])[CH3:30])[C:4]([OH:31])=[O:3])[CH:12]=[CH:11][CH:10]=1. The catalyst class is: 8. (3) Reactant: [C:1](Cl)(=[O:5])[CH2:2][CH2:3][CH3:4].[NH2:7][C:8]1[C:9]([Cl:27])=[N:10][C:11]2[C:16]([C:17]=1[NH:18][CH2:19][C:20]1([OH:26])[CH2:25][CH2:24][S:23][CH2:22][CH2:21]1)=[CH:15][CH:14]=[CH:13][CH:12]=2.C(N(CC)CC)C. Product: [Cl:27][C:9]1[C:8]([NH:7][C:1](=[O:5])[CH2:2][CH2:3][CH3:4])=[C:17]([NH:18][CH2:19][C:20]2([OH:26])[CH2:25][CH2:24][S:23][CH2:22][CH2:21]2)[C:16]2[C:11](=[CH:12][CH:13]=[CH:14][CH:15]=2)[N:10]=1. The catalyst class is: 503.